This data is from Forward reaction prediction with 1.9M reactions from USPTO patents (1976-2016). The task is: Predict the product of the given reaction. The product is: [NH:26]1[CH:27]=[N:28][C:24]([C:21]2[CH:22]=[C:23]3[C:18](=[CH:19][CH:20]=2)[NH:17][N:16]=[C:15]3[C:11]2[CH:10]=[C:9]([NH:8][C:6]([C:3]3[CH:4]=[CH:5][O:1][CH:2]=3)=[O:7])[CH:14]=[CH:13][CH:12]=2)=[N:25]1. Given the reactants [O:1]1[CH:5]=[CH:4][C:3]([C:6]([NH:8][C:9]2[CH:14]=[CH:13][CH:12]=[C:11]([C:15]3[C:23]4[C:18](=[CH:19][CH:20]=[C:21]([C:24]5[N:28]=[CH:27][N:26](C(C6C=CC=CC=6)(C6C=CC=CC=6)C6C=CC=CC=6)[N:25]=5)[CH:22]=4)[N:17](C4CCCCO4)[N:16]=3)[CH:10]=2)=[O:7])=[CH:2]1.[NH:26]1[CH:27]=[N:28][C:24]([C:21]2[CH:22]=[C:23]3[C:18](=[CH:19][CH:20]=2)[NH:17][N:16]=[C:15]3[C:11]2[CH:10]=[C:9]([NH:8][C:6]([C:3]3[CH:4]=[CH:5][O:1][CH:2]=3)=[O:7])[CH:14]=[CH:13][CH:12]=2)=[N:25]1, predict the reaction product.